Dataset: Catalyst prediction with 721,799 reactions and 888 catalyst types from USPTO. Task: Predict which catalyst facilitates the given reaction. (1) Reactant: [CH3:1][C@@H:2]1[CH2:24][C:23]2[C:25](=[O:26])[C:18](=[CH:19][C:20]([C:22]=2[NH:27][CH2:28][CH:29]=[CH2:30])=[O:21])[NH:17][C:15](=[O:16])[C:14]([CH3:31])=[CH:13][CH:12]=[CH:11][C@H:10]([O:32][CH3:33])[C@@H:9]([O:34][C:35]([NH2:37])=[O:36])[C:8]([CH3:38])=[CH:7][C@H:6]([CH3:39])[C@@H:5]([OH:40])[C@@H:4]([O:41][CH3:42])[CH2:3]1.S(S([O-])=O)([O-])=O.[Na+].[Na+].[ClH:51].O1CCOCC1. Product: [CH3:1][C@H:2]1[CH2:3][C@H:4]([O:41][CH3:42])[C@H:5]([OH:40])[C@@H:6]([CH3:39])[CH:7]=[C:8]([CH3:38])[C@H:9]([O:34][C:35]([NH2:37])=[O:36])[C@@H:10]([O:32][CH3:33])[CH:11]=[CH:12][CH:13]=[C:14]([CH3:31])[C:15](=[O:16])[NH:17][C:18]2=[C:25]([OH:26])[C:23](=[C:22]([NH:27][CH2:28][CH:29]=[CH2:30])[C:20]([OH:21])=[CH:19]2)[CH2:24]1.[ClH:51]. The catalyst class is: 4. (2) Reactant: [CH3:1][C:2]1[C:11]([NH:12][C:13]([C:15]2[C:20]([CH3:21])=[CH:19][CH:18]=[C:17]([C:22]3[CH:27]=[CH:26][CH:25]=[CH:24][CH:23]=3)[N:16]=2)=[O:14])=[C:10]([CH3:28])[CH:9]=[CH:8][C:3]=1[C:4]([O:6]C)=[O:5].[OH-].[Na+].Cl. Product: [CH3:1][C:2]1[C:11]([NH:12][C:13]([C:15]2[C:20]([CH3:21])=[CH:19][CH:18]=[C:17]([C:22]3[CH:27]=[CH:26][CH:25]=[CH:24][CH:23]=3)[N:16]=2)=[O:14])=[C:10]([CH3:28])[CH:9]=[CH:8][C:3]=1[C:4]([OH:6])=[O:5]. The catalyst class is: 36. (3) Product: [CH:4]([CH2:5][P:6](=[O:13])([O:10][CH2:11][CH3:12])[O:7][CH2:8][CH3:9])=[O:3]. Reactant: C([O:3][CH:4](OCC)[CH2:5][P:6](=[O:13])([O:10][CH2:11][CH3:12])[O:7][CH2:8][CH3:9])C.Cl. The catalyst class is: 6. (4) Reactant: CS([O:5][CH2:6][CH2:7][N:8]1[C:16]2[N:15]=[C:14]([NH2:17])[N:13]3[N:18]=[C:19]([C:21]4[O:22][CH:23]=[CH:24][CH:25]=4)[N:20]=[C:12]3[C:11]=2[CH:10]=[CH:9]1)(=O)=O.[F:26][C:27]1[CH:32]=[C:31]([F:33])[CH:30]=[CH:29][C:28]=1O.CCN(C(C)C)C(C)C. Product: [F:26][C:27]1[CH:32]=[C:31]([F:33])[CH:30]=[CH:29][C:28]=1[O:5][CH2:6][CH2:7][N:8]1[C:16]2[N:15]=[C:14]([NH2:17])[N:13]3[N:18]=[C:19]([C:21]4[O:22][CH:23]=[CH:24][CH:25]=4)[N:20]=[C:12]3[C:11]=2[CH:10]=[CH:9]1. The catalyst class is: 3.